Dataset: Reaction yield outcomes from USPTO patents with 853,638 reactions. Task: Predict the reaction yield, written as a fraction of the theoretical maximum amount of product (1.0 means a 100% yield; for example, 0.34 means a 34% yield). (1) The reactants are [CH3:1][N:2]1[C:6]([CH3:7])=[C:5]([C:8]([NH:10][C:11]2[CH:33]=[CH:32][C:14]([O:15][C:16]3[CH:21]=[CH:20][N:19]=[C:18]([NH:22][C:23](=[O:31])OC4C=CC=CC=4)[CH:17]=3)=[CH:13][CH:12]=2)=[O:9])[C:4](=[O:34])[N:3]1[C:35]1[CH:40]=[CH:39][CH:38]=[CH:37][CH:36]=1.[CH3:41][NH:42][CH2:43][CH2:44][OH:45]. The catalyst is CN1C(=O)CCC1. The product is [OH:45][CH2:44][CH2:43][N:42]([CH3:41])[C:23](=[O:31])[NH:22][C:18]1[CH:17]=[C:16]([O:15][C:14]2[CH:32]=[CH:33][C:11]([NH:10][C:8]([C:5]3[C:4](=[O:34])[N:3]([C:35]4[CH:36]=[CH:37][CH:38]=[CH:39][CH:40]=4)[N:2]([CH3:1])[C:6]=3[CH3:7])=[O:9])=[CH:12][CH:13]=2)[CH:21]=[CH:20][N:19]=1. The yield is 0.520. (2) The reactants are [CH:1]1[C:10]2[C:5](=[CH:6][CH:7]=[CH:8][CH:9]=2)[CH:4]=[CH:3][C:2]=1[C:11]1([C:17](O)=O)[CH2:16][CH2:15][CH2:14][CH2:13][CH2:12]1.[CH3:20][NH2:21]. No catalyst specified. The product is [CH3:20][NH:21][CH2:17][C:11]1([C:2]2[CH:3]=[CH:4][C:5]3[C:10](=[CH:9][CH:8]=[CH:7][CH:6]=3)[CH:1]=2)[CH2:16][CH2:15][CH2:14][CH2:13][CH2:12]1. The yield is 0.740. (3) The reactants are I[C:2]1[C:7]([O:8][C:9]2[C:18]3[C:13](=[CH:14][C:15]([O:21][CH3:22])=[C:16]([O:19][CH3:20])[CH:17]=3)[N:12]=[CH:11][CH:10]=2)=[CH:6][CH:5]=[C:4]([CH3:23])[N:3]=1.[Cl:24][C:25]1[CH:30]=[CH:29][CH:28]=[C:27]([Cl:31])[C:26]=1B(O)O.C(=O)([O-])O.[Na+]. The catalyst is C1(C)C=CC=CC=1. The product is [Cl:24][C:25]1[CH:30]=[CH:29][CH:28]=[C:27]([Cl:31])[C:26]=1[C:2]1[C:7]([O:8][C:9]2[C:18]3[C:13](=[CH:14][C:15]([O:21][CH3:22])=[C:16]([O:19][CH3:20])[CH:17]=3)[N:12]=[CH:11][CH:10]=2)=[CH:6][CH:5]=[C:4]([CH3:23])[N:3]=1. The yield is 0.900. (4) The product is [CH3:12][C:4]1[CH:3]=[C:2]([C:13]#[C:14][CH2:15][CH2:16][CH2:17][CH2:18][CH2:19][CH3:20])[CH:11]=[CH:10][C:5]=1[C:6]([O:8][CH3:9])=[O:7]. The catalyst is C(N(CC)CC)C.Cl[Pd](Cl)([P](C1C=CC=CC=1)(C1C=CC=CC=1)C1C=CC=CC=1)[P](C1C=CC=CC=1)(C1C=CC=CC=1)C1C=CC=CC=1.[Cu]I. The yield is 1.00. The reactants are Br[C:2]1[CH:11]=[CH:10][C:5]([C:6]([O:8][CH3:9])=[O:7])=[C:4]([CH3:12])[CH:3]=1.[CH:13]#[C:14][CH2:15][CH2:16][CH2:17][CH2:18][CH2:19][CH3:20].